This data is from Reaction yield outcomes from USPTO patents with 853,638 reactions. The task is: Predict the reaction yield, written as a fraction of the theoretical maximum amount of product (1.0 means a 100% yield; for example, 0.34 means a 34% yield). (1) The reactants are [OH:1][C:2]1[CH:11]=[C:10]2[C:5]([CH:6]([C:12]([O:14][CH3:15])=[O:13])[CH2:7][CH2:8][O:9]2)=[CH:4][CH:3]=1.[Cl:16][C:17]1[CH:34]=[CH:33][C:20]([CH2:21][CH2:22][NH:23][C:24](=[O:32])[C:25]2[CH:30]=[CH:29][C:28](I)=[CH:27][CH:26]=2)=[CH:19][CH:18]=1.CC(C)(C(=O)CC(=O)C(C)(C)C)C.C([O-])([O-])=O.[Cs+].[Cs+]. The catalyst is CN1CCCC1=O.Cl[Cu]. The product is [Cl:16][C:17]1[CH:18]=[CH:19][C:20]([CH2:21][CH2:22][NH:23][C:24]([C:25]2[CH:26]=[CH:27][C:28]([O:1][C:2]3[CH:11]=[C:10]4[C:5]([CH:6]([C:12]([O:14][CH3:15])=[O:13])[CH2:7][CH2:8][O:9]4)=[CH:4][CH:3]=3)=[CH:29][CH:30]=2)=[O:32])=[CH:33][CH:34]=1. The yield is 0.378. (2) The reactants are [CH2:1]([CH:19]([CH2:21][CH2:22][CH2:23][CH2:24][CH2:25][CH2:26][CH2:27][CH2:28]/[CH:29]=[CH:30]\[CH2:31]/[CH:32]=[CH:33]\[CH2:34][CH2:35][CH2:36][CH2:37][CH3:38])[OH:20])[CH2:2][CH2:3][CH2:4][CH2:5][CH2:6][CH2:7][CH2:8]/[CH:9]=[CH:10]\[CH2:11]/[CH:12]=[CH:13]\[CH2:14][CH2:15][CH2:16][CH2:17][CH3:18].[CH3:39][N:40]([CH:42]([CH2:46][CH3:47])C(O)=O)[CH3:41].C(N(C(C)C)CC)(C)C.[CH3:57][OH:58]. The catalyst is ClCCl.CN(C1C=CN=CC=1)C. The product is [CH3:18][CH2:17][CH2:16][CH2:15][CH2:14]/[CH:13]=[CH:12]\[CH2:11]/[CH:10]=[CH:9]\[CH2:8][CH2:7][CH2:6][CH2:5][CH2:4][CH2:3][CH2:2][CH2:1][CH:19]([O:20][C:57](=[O:58])[CH2:47][CH2:46][CH2:42][N:40]([CH3:39])[CH3:41])[CH2:21][CH2:22][CH2:23][CH2:24][CH2:25][CH2:26][CH2:27][CH2:28]/[CH:29]=[CH:30]\[CH2:31]/[CH:32]=[CH:33]\[CH2:34][CH2:35][CH2:36][CH2:37][CH3:38]. The yield is 0.910. (3) The reactants are O[N:2]=[C:3]1[CH2:6][CH:5]([NH:7][C:8](=NO)[O:9][C:10]([CH3:13])([CH3:12])[CH3:11])[C:4]1([CH3:17])[CH3:16].C[OH:19]. The catalyst is N.[Ni]. The yield is 0.760. The product is [NH2:2][CH:3]1[CH2:6][CH:5]([NH:7][C:8](=[O:19])[O:9][C:10]([CH3:13])([CH3:12])[CH3:11])[C:4]1([CH3:17])[CH3:16]. (4) The reactants are [Cl:1][C:2]1[CH:7]=[CH:6][C:5]([C@H:8]2[CH2:17][CH2:16][N:15]3[C:10]([NH:11][N:12]=[C:13]([CH2:19][N:20]4C(=O)C5C(=CC=CC=5)C4=O)[C:14]3=[O:18])=[N:9]2)=[CH:4][CH:3]=1.NN. The catalyst is CCO. The product is [NH2:20][CH2:19][C:13]1[C:14](=[O:18])[N:15]2[CH2:16][CH2:17][C@H:8]([C:5]3[CH:6]=[CH:7][C:2]([Cl:1])=[CH:3][CH:4]=3)[N:9]=[C:10]2[NH:11][N:12]=1. The yield is 0.869. (5) The reactants are C([O:5][C:6](=[O:34])[CH2:7][O:8][C:9]1[CH:14]=[CH:13][C:12]([Cl:15])=[CH:11][C:10]=1[C:16]#[C:17][C:18]1[CH:23]=[C:22]([S:24]([N:27]([CH2:29][CH:30]([CH3:32])[CH3:31])[CH3:28])(=[O:26])=[O:25])[CH:21]=[CH:20][C:19]=1[CH3:33])(C)(C)C. The catalyst is CCCCC.C(OCC)C. The product is [Cl:15][C:12]1[CH:13]=[CH:14][C:9]([O:8][CH2:7][C:6]([OH:34])=[O:5])=[C:10]([C:16]#[C:17][C:18]2[CH:23]=[C:22]([S:24]([N:27]([CH2:29][CH:30]([CH3:31])[CH3:32])[CH3:28])(=[O:26])=[O:25])[CH:21]=[CH:20][C:19]=2[CH3:33])[CH:11]=1. The yield is 0.770.